Predict the product of the given reaction. From a dataset of Forward reaction prediction with 1.9M reactions from USPTO patents (1976-2016). (1) Given the reactants [NH2:1][C@@H:2]([CH2:21][C:22]1[CH:27]=[CH:26][CH:25]=[CH:24][CH:23]=1)[C:3]([NH:5][C:6]1[CH:7]=[C:8]([CH:12]=[C:13]([C:15]2[CH:20]=[CH:19][N:18]=[CH:17][CH:16]=2)[CH:14]=1)[C:9]([OH:11])=[O:10])=[O:4].[S:28]1[CH:32]=[C:31](C=O)[N:30]=[CH:29]1.[C:35](O[BH-](OC(=O)C)OC(=O)C)(=O)C.[Na+], predict the reaction product. The product is: [C:22]1([CH2:21][C@H:2]([NH:1][CH2:35][C:32]2[S:28][CH:29]=[N:30][CH:31]=2)[C:3]([NH:5][C:6]2[CH:7]=[C:8]([CH:12]=[C:13]([C:15]3[CH:20]=[CH:19][N:18]=[CH:17][CH:16]=3)[CH:14]=2)[C:9]([OH:11])=[O:10])=[O:4])[CH:23]=[CH:24][CH:25]=[CH:26][CH:27]=1. (2) Given the reactants [NH2:1][C:2](=[O:33])[C@@H:3]([NH:5][C:6]1[N:11]=[C:10]([C:12]2[CH:17]=[CH:16][C:15]([O:18][C:19]3[CH:24]=[CH:23][C:22]([F:25])=[CH:21][CH:20]=3)=[CH:14][CH:13]=2)[N:9]=[C:8]([C:26]([O:28]C(C)(C)C)=[O:27])[CH:7]=1)[CH3:4].C(O)(C(F)(F)F)=O, predict the reaction product. The product is: [NH2:1][C:2](=[O:33])[C@@H:3]([NH:5][C:6]1[N:11]=[C:10]([C:12]2[CH:17]=[CH:16][C:15]([O:18][C:19]3[CH:24]=[CH:23][C:22]([F:25])=[CH:21][CH:20]=3)=[CH:14][CH:13]=2)[N:9]=[C:8]([C:26]([OH:28])=[O:27])[CH:7]=1)[CH3:4]. (3) Given the reactants [BH4-].[Na+].[CH3:3][NH:4][CH:5]=[CH:6][C:7]([C:9]1[CH:14]=[CH:13][CH:12]=[CH:11][CH:10]=1)=[O:8].[OH-].[Na+], predict the reaction product. The product is: [CH3:3][NH:4][CH2:5][CH2:6][CH:7]([C:9]1[CH:14]=[CH:13][CH:12]=[CH:11][CH:10]=1)[OH:8]. (4) Given the reactants [ClH:1].C(OC(=O)[NH:8][C@H:9]([C:11]1[O:15][N:14]=[C:13]([CH:16]2[CH2:21][CH:20]([C:22]3[CH:27]=[CH:26][C:25]([C:28]([F:31])([F:30])[F:29])=[CH:24][CH:23]=3)[CH2:19][N:18]([C:32]([N:34]3[CH2:39][CH2:38][O:37][CH2:36][CH2:35]3)=[O:33])[CH2:17]2)[N:12]=1)[CH3:10])(C)(C)C, predict the reaction product. The product is: [ClH:1].[NH2:8][C@H:9]([C:11]1[O:15][N:14]=[C:13]([CH:16]2[CH2:21][CH:20]([C:22]3[CH:27]=[CH:26][C:25]([C:28]([F:29])([F:30])[F:31])=[CH:24][CH:23]=3)[CH2:19][N:18]([C:32]([N:34]3[CH2:39][CH2:38][O:37][CH2:36][CH2:35]3)=[O:33])[CH2:17]2)[N:12]=1)[CH3:10]. (5) Given the reactants [Si]([O:8]/[N:9]=[C:10]1\[NH:11][C@@H:12]([C:22]2[CH:27]=[CH:26][C:25]([F:28])=[CH:24][C:23]=2[Br:29])[CH2:13][C:14]2[N:15]=[C:16]([NH2:21])[N:17]=[C:18]([CH3:20])[C:19]\1=2)(C(C)(C)C)(C)C.C(O)(C(F)(F)F)=O.O, predict the reaction product. The product is: [NH2:21][C:16]1[N:17]=[C:18]([CH3:20])[C:19]2=[C:14]([CH2:13][C@H:12]([C:22]3[CH:27]=[CH:26][C:25]([F:28])=[CH:24][C:23]=3[Br:29])[NH:11]/[C:10]/2=[N:9]\[OH:8])[N:15]=1. (6) Given the reactants O[C:2]([C:20]1[CH:25]=[CH:24][C:23]([CH3:26])=[CH:22][CH:21]=1)([C:13]1[CH:18]=[CH:17][C:16]([CH3:19])=[CH:15][CH:14]=1)[C:3]1[S:7][C:6]([C:8]([O:10][CH2:11][CH3:12])=[O:9])=[CH:5][CH:4]=1.B(F)(F)F.O(CC)CC.C([SiH](CC)CC)C, predict the reaction product. The product is: [CH3:26][C:23]1[CH:22]=[CH:21][C:20]([CH:2]([C:13]2[CH:14]=[CH:15][C:16]([CH3:19])=[CH:17][CH:18]=2)[C:3]2[S:7][C:6]([C:8]([O:10][CH2:11][CH3:12])=[O:9])=[CH:5][CH:4]=2)=[CH:25][CH:24]=1.